This data is from Forward reaction prediction with 1.9M reactions from USPTO patents (1976-2016). The task is: Predict the product of the given reaction. (1) Given the reactants [CH2:1]([O:8][C:9]([NH:11][C:12]1[CH:13]=[C:14]([CH2:18][C:19]([O:21]CC)=[O:20])[CH:15]=[CH:16][CH:17]=1)=[O:10])[C:2]1[CH:7]=[CH:6][CH:5]=[CH:4][CH:3]=1.C(O)C.[Li+].[OH-].Cl, predict the reaction product. The product is: [CH2:1]([O:8][C:9]([NH:11][C:12]1[CH:13]=[C:14]([CH2:18][C:19]([OH:21])=[O:20])[CH:15]=[CH:16][CH:17]=1)=[O:10])[C:2]1[CH:7]=[CH:6][CH:5]=[CH:4][CH:3]=1. (2) Given the reactants [CH3:1][O:2][C:3]1[C:8]([O:9][CH3:10])=[CH:7][C:6]([C:11]2([C:17]#[N:18])[CH2:16][CH2:15][CH2:14][CH2:13][CH2:12]2)=[C:5]([N+:19]([O-])=O)[CH:4]=1.[H][H], predict the reaction product. The product is: [CH3:10][O:9][C:8]1[CH:7]=[C:6]2[C:5](=[CH:4][C:3]=1[O:2][CH3:1])[N:19]=[C:17]([NH2:18])[C:11]12[CH2:16][CH2:15][CH2:14][CH2:13][CH2:12]1. (3) Given the reactants CN(C)C=O.[NH2:6][C:7](=[S:27])[NH:8][C:9]([C:11]1[N:12]([CH2:22][C:23]([O:25][CH3:26])=[O:24])[C:13]2[C:18]([CH:19]=1)=[CH:17][C:16]([CH3:20])=[CH:15][C:14]=2[CH3:21])=[O:10].Br[CH:29]([CH2:43][CH2:44][CH:45]1[CH2:50][CH2:49][CH2:48][CH2:47][CH2:46]1)[C:30]([C:32]1[CH:37]=[C:36]([O:38][CH3:39])[C:35]([CH3:40])=[CH:34][C:33]=1[O:41][CH3:42])=O, predict the reaction product. The product is: [CH3:26][O:25][C:23](=[O:24])[CH2:22][N:12]1[C:13]2[C:18](=[CH:17][C:16]([CH3:20])=[CH:15][C:14]=2[CH3:21])[CH:19]=[C:11]1[C:9]([NH:8][C:7]1[S:27][C:29]([CH2:43][CH2:44][CH:45]2[CH2:50][CH2:49][CH2:48][CH2:47][CH2:46]2)=[C:30]([C:32]2[CH:37]=[C:36]([O:38][CH3:39])[C:35]([CH3:40])=[CH:34][C:33]=2[O:41][CH3:42])[N:6]=1)=[O:10]. (4) Given the reactants [Cl-].Cl.[NH2:3][C@@H:4]([CH2:9][CH2:10][CH2:11][NH:12][C:13]([O:15][C:16]([CH3:19])([CH3:18])[CH3:17])=[O:14])[C:5]([O:7][CH3:8])=[O:6].[CH2:20]([N:27]1[CH:32]=[CH:31][CH:30]=[C:29]([C:33](O)=[O:34])[C:28]1=[O:36])[C:21]1[CH:26]=[CH:25][CH:24]=[CH:23][CH:22]=1.CN(C(ON1N=N[C:47]2[CH:48]=[CH:49][CH:50]=[CH:51][C:46]1=2)=[N+](C)C)C.F[P-](F)(F)(F)(F)F.CCN(C(C)C)C(C)C, predict the reaction product. The product is: [C:16]([O:15][C:13]([NH:12][CH2:11][CH2:10][CH2:9][C@H:4]([NH:3][C:33]([C:29]1[C:28](=[O:36])[N:27]([CH:20]([C:21]2[CH:26]=[CH:25][CH:24]=[CH:23][CH:22]=2)[C:46]2[CH:51]=[CH:50][CH:49]=[CH:48][CH:47]=2)[CH:32]=[CH:31][CH:30]=1)=[O:34])[C:5]([O:7][CH3:8])=[O:6])=[O:14])([CH3:19])([CH3:18])[CH3:17]. (5) Given the reactants [Cl:1][C:2]1[CH:3]=[C:4]([CH:27]=[CH:28][C:29]=1[F:30])[NH:5][C:6]1[C:15]2[C:10](=[CH:11][C:12]([O:22][CH2:23][CH2:24][CH2:25]Cl)=[CH:13][C:14]=2[O:16][CH:17]2[CH2:21][CH2:20][O:19][CH2:18]2)[N:9]=[CH:8][N:7]=1.[NH:31]1[CH2:36][CH2:35][O:34][CH2:33][CH2:32]1, predict the reaction product. The product is: [Cl:1][C:2]1[CH:3]=[C:4]([CH:27]=[CH:28][C:29]=1[F:30])[NH:5][C:6]1[C:15]2[C:10](=[CH:11][C:12]([O:22][CH2:23][CH2:24][CH2:25][N:31]3[CH2:36][CH2:35][O:34][CH2:33][CH2:32]3)=[CH:13][C:14]=2[O:16][CH:17]2[CH2:21][CH2:20][O:19][CH2:18]2)[N:9]=[CH:8][N:7]=1. (6) Given the reactants Br[C:2]1[CH:7]=[CH:6][C:5]([F:8])=[CH:4][N:3]=1.C[C:10]([O-:12])=[O:11].[Na+].ClCCl.[CH2:17](O)[CH3:18], predict the reaction product. The product is: [F:8][C:5]1[CH:6]=[CH:7][C:2]([C:10]([O:12][CH2:17][CH3:18])=[O:11])=[N:3][CH:4]=1. (7) Given the reactants FC(F)(F)C(O)=O.[F:8][C:9]([F:41])([F:40])[C:10]1[N:14]2[N:15]=[C:16]([N:19]3[CH2:24][CH2:23][N:22]([CH2:25][C:26]4[CH:31]=[CH:30][C:29]([NH:32]C(=O)OC(C)(C)C)=[CH:28][CH:27]=4)[CH2:21][CH2:20]3)[CH:17]=[CH:18][C:13]2=[N:12][N:11]=1, predict the reaction product. The product is: [F:41][C:9]([F:8])([F:40])[C:10]1[N:14]2[N:15]=[C:16]([N:19]3[CH2:20][CH2:21][N:22]([CH2:25][C:26]4[CH:31]=[CH:30][C:29]([NH2:32])=[CH:28][CH:27]=4)[CH2:23][CH2:24]3)[CH:17]=[CH:18][C:13]2=[N:12][N:11]=1.